Dataset: Forward reaction prediction with 1.9M reactions from USPTO patents (1976-2016). Task: Predict the product of the given reaction. (1) The product is: [CH3:1][O:2][C:3]1[C:12]([O:13][CH3:14])=[C:11]2[C:6]([C:7]([N:15]([CH2:24][CH2:23][CH3:27])[C@H:16]3[CH2:20][CH2:19][O:18][CH2:17]3)=[N:8][CH:9]=[N:10]2)=[CH:5][CH:4]=1. Given the reactants [CH3:1][O:2][C:3]1[C:12]([O:13][CH3:14])=[C:11]2[C:6]([C:7]([NH:15][C@H:16]3[CH2:20][CH2:19][O:18][CH2:17]3)=[N:8][CH:9]=[N:10]2)=[CH:5][CH:4]=1.[H-].[Na+].[CH2:23]1[CH2:27]OC[CH2:24]1, predict the reaction product. (2) Given the reactants [O:1]=[C:2]([C:8]1[CH:13]=[CH:12][CH:11]=[C:10]([C:14]([F:17])([F:16])[F:15])[CH:9]=1)[CH2:3][CH2:4][C:5]([OH:7])=O.C(N(CC)CC)C.ClC(OCC(C)C)=O.[CH:33]([N:36]([CH3:54])[C@@H:37]1[CH2:42][CH2:41][C@H:40]([NH2:43])[C@H:39]([CH2:44][S:45]([C:48]2[CH:53]=[CH:52][CH:51]=[CH:50][CH:49]=2)(=[O:47])=[O:46])[CH2:38]1)([CH3:35])[CH3:34].[OH-].[Na+], predict the reaction product. The product is: [CH:33]([N:36]([CH3:54])[C@@H:37]1[CH2:42][CH2:41][C@H:40]([NH:43][C:5](=[O:7])[CH2:4][CH2:3][C:2](=[O:1])[C:8]2[CH:13]=[CH:12][CH:11]=[C:10]([C:14]([F:17])([F:16])[F:15])[CH:9]=2)[C@H:39]([CH2:44][S:45]([C:48]2[CH:49]=[CH:50][CH:51]=[CH:52][CH:53]=2)(=[O:46])=[O:47])[CH2:38]1)([CH3:35])[CH3:34]. (3) Given the reactants [Cl:1][C:2]1[C:7]([F:8])=[CH:6][CH:5]=[C:4]([Cl:9])[C:3]=1[C@H:10]([O:12][C:13]1[C:14]([NH2:20])=[N:15][CH:16]=[C:17](Br)[CH:18]=1)[CH3:11].[B:21]1([B:21]2[O:25][C:24]([CH3:27])([CH3:26])[C:23]([CH3:29])([CH3:28])[O:22]2)[O:25][C:24]([CH3:27])([CH3:26])[C:23]([CH3:29])([CH3:28])[O:22]1.C([O-])(=O)C.[K+], predict the reaction product. The product is: [Cl:1][C:2]1[C:7]([F:8])=[CH:6][CH:5]=[C:4]([Cl:9])[C:3]=1[C@H:10]([O:12][C:13]1[C:14]([NH2:20])=[N:15][CH:16]=[C:17]([B:21]2[O:25][C:24]([CH3:27])([CH3:26])[C:23]([CH3:29])([CH3:28])[O:22]2)[CH:18]=1)[CH3:11]. (4) Given the reactants [CH3:1][O:2][C:3](=[O:17])[C@@H:4]([NH:9][C:10]([O:12][C:13]([CH3:16])([CH3:15])[CH3:14])=[O:11])[CH2:5][C:6]([OH:8])=[O:7].[CH:18](O)([CH3:20])[CH3:19].C(Cl)CCl, predict the reaction product. The product is: [CH3:1][O:2][C:3](=[O:17])[C@@H:4]([NH:9][C:10]([O:12][C:13]([CH3:14])([CH3:16])[CH3:15])=[O:11])[CH2:5][C:6]([O:8][CH:18]([CH3:20])[CH3:19])=[O:7]. (5) Given the reactants [Cl:1][C:2]1[N:7]=[C:6]([NH:8][C:9]2[C:14]([F:15])=[CH:13][CH:12]=[CH:11][C:10]=2[OH:16])[C:5]([Cl:17])=[CH:4][N:3]=1.[O:18]1[CH2:23][CH2:22][CH:21](O)[CH2:20][CH2:19]1, predict the reaction product. The product is: [Cl:1][C:2]1[N:7]=[C:6]([NH:8][C:9]2[C:10]([O:16][CH:21]3[CH2:22][CH2:23][O:18][CH2:19][CH2:20]3)=[CH:11][CH:12]=[CH:13][C:14]=2[F:15])[C:5]([Cl:17])=[CH:4][N:3]=1.